This data is from Forward reaction prediction with 1.9M reactions from USPTO patents (1976-2016). The task is: Predict the product of the given reaction. Given the reactants [CH3:1][N:2]1[CH2:7][CH2:6][NH:5][CH2:4][CH2:3]1.F[C:9]1[CH:29]=[CH:28][C:12]([C:13]([NH:15][C:16]2[N:17]=[CH:18][N:19]3[C:23]([C:24]([F:27])([F:26])[F:25])=[CH:22][S:21][C:20]=23)=[O:14])=[CH:11][CH:10]=1, predict the reaction product. The product is: [CH3:1][N:2]1[CH2:7][CH2:6][N:5]([C:9]2[CH:29]=[CH:28][C:12]([C:13]([NH:15][C:16]3[N:17]=[CH:18][N:19]4[C:23]([C:24]([F:27])([F:26])[F:25])=[CH:22][S:21][C:20]=34)=[O:14])=[CH:11][CH:10]=2)[CH2:4][CH2:3]1.